Dataset: Forward reaction prediction with 1.9M reactions from USPTO patents (1976-2016). Task: Predict the product of the given reaction. (1) Given the reactants C[O:2][C:3](=[O:22])[C:4]([CH3:21])([N:6]([CH3:20])[S:7]([C:10]1[CH:11]=[CH:12][CH:13]=[C:14]2[C:19]=1[N:18]=[CH:17][CH:16]=[CH:15]2)(=[O:9])=[O:8])[CH3:5].C1COCC1.CO.O[Li].O, predict the reaction product. The product is: [CH3:21][C:4]([N:6]([CH3:20])[S:7]([C:10]1[CH:11]=[CH:12][CH:13]=[C:14]2[C:19]=1[N:18]=[CH:17][CH:16]=[CH:15]2)(=[O:8])=[O:9])([CH3:5])[C:3]([OH:22])=[O:2]. (2) Given the reactants C(OC(=O)[NH:7][CH:8]([CH2:38][C:39]1[CH:44]=[CH:43][CH:42]=[CH:41][CH:40]=1)[C:9](=[O:37])[CH2:10][CH:11]([C:20](=[O:36])[NH:21][CH:22]([C:33](=[O:35])[NH2:34])[CH2:23][C:24]1[C:32]2[C:27](=[CH:28][CH:29]=[CH:30][CH:31]=2)[NH:26][CH:25]=1)[CH2:12][CH2:13][C:14]1[CH:19]=[CH:18][CH:17]=[CH:16][N:15]=1)(C)(C)C.C1(OC)C=CC=CC=1.C(O)(C(F)(F)F)=O.C(Cl)Cl, predict the reaction product. The product is: [C:33]([CH:22]([NH:21][C:20](=[O:36])[CH:11]([CH2:12][CH2:13][C:14]1[CH:19]=[CH:18][CH:17]=[CH:16][N:15]=1)[CH2:10][C:9](=[O:37])[CH:8]([NH2:7])[CH2:38][C:39]1[CH:40]=[CH:41][CH:42]=[CH:43][CH:44]=1)[CH2:23][C:24]1[C:32]2[C:27](=[CH:28][CH:29]=[CH:30][CH:31]=2)[NH:26][CH:25]=1)(=[O:35])[NH2:34]. (3) The product is: [OH:1][C:2]1[C:11]2[C:10]([C:12]([O:14][CH2:15][CH3:16])=[O:13])=[CH:9][CH:8]=[CH:7][C:6]=2[NH:5][C:4](=[O:26])[C:3]=1[C:27]1[CH:32]=[CH:31][CH:30]=[CH:29][CH:28]=1. Given the reactants [OH:1][C:2]1[C:11]2[C:10]([C:12]([O:14][CH2:15][CH3:16])=[O:13])=[CH:9][CH:8]=[CH:7][C:6]=2[N:5](CC2C=CC(OC)=CC=2)[C:4](=[O:26])[C:3]=1[C:27]1[CH:32]=[CH:31][CH:30]=[CH:29][CH:28]=1, predict the reaction product. (4) Given the reactants CO[C:3]1[CH:23]=[CH:22][C:6]([C:7]([NH:9][CH2:10][C:11]2[NH:15][N:14]=[C:13]([C:16]3[CH:21]=[CH:20][N:19]=[CH:18][CH:17]=3)[N:12]=2)=[O:8])=[CH:5][C:4]=1[CH3:24].[O:25]1C2C(C(O)=O)=CC=CC=2C[CH2:26]1.COC1C=CC(C(O)=O)=CC=1C, predict the reaction product. The product is: [N:19]1[CH:18]=[CH:17][C:16]([C:13]2[N:12]=[C:11]([CH2:10][NH:9][C:7]([C:6]3[C:5]4[O:25][CH2:26][CH2:24][C:4]=4[CH:3]=[CH:23][CH:22]=3)=[O:8])[NH:15][N:14]=2)=[CH:21][CH:20]=1.